From a dataset of Full USPTO retrosynthesis dataset with 1.9M reactions from patents (1976-2016). Predict the reactants needed to synthesize the given product. (1) Given the product [CH3:15][O:14][C:12](=[O:13])[C@@H:11]1[CH2:16][C@@H:17]([NH:19][C:33](=[O:34])[CH2:32][CH2:31][CH2:30][CH2:29][CH2:28][NH:27][C:20]([O:22][C:23]([CH3:25])([CH3:24])[CH3:26])=[O:21])[CH2:18][N:10]1[S:7]([C:1]1[CH:2]=[CH:3][CH:4]=[CH:5][CH:6]=1)(=[O:8])=[O:9], predict the reactants needed to synthesize it. The reactants are: [C:1]1([S:7]([N:10]2[CH2:18][C@H:17]([NH2:19])[CH2:16][C@H:11]2[C:12]([O:14][CH3:15])=[O:13])(=[O:9])=[O:8])[CH:6]=[CH:5][CH:4]=[CH:3][CH:2]=1.[C:20]([NH:27][CH2:28][CH2:29][CH2:30][CH2:31][CH2:32][C:33](O)=[O:34])([O:22][C:23]([CH3:26])([CH3:25])[CH3:24])=[O:21].CN(C(ON1N=NC2C=CC=NC1=2)=[N+](C)C)C.F[P-](F)(F)(F)(F)F.C(N(C(C)C)CC)(C)C. (2) Given the product [CH3:1][S:2]([OH:5])(=[O:4])=[O:3].[CH3:6][N:7]([CH2:14][CH2:15][O:16][C:17]1[CH:30]=[CH:29][C:20]([CH2:21][CH:22]2[S:26][C:25](=[O:27])[NH:24][C:23]2=[O:28])=[CH:19][CH:18]=1)[C:8]1[CH:13]=[CH:12][CH:11]=[CH:10][N:9]=1, predict the reactants needed to synthesize it. The reactants are: [CH3:1][S:2]([OH:5])(=[O:4])=[O:3].[CH3:6][N:7]([CH2:14][CH2:15][O:16][C:17]1[CH:30]=[CH:29][C:20]([CH2:21][CH:22]2[S:26][C:25](=[O:27])[NH:24][C:23]2=[O:28])=[CH:19][CH:18]=1)[C:8]1[CH:13]=[CH:12][CH:11]=[CH:10][N:9]=1.C(O)C.